This data is from NCI-60 drug combinations with 297,098 pairs across 59 cell lines. The task is: Regression. Given two drug SMILES strings and cell line genomic features, predict the synergy score measuring deviation from expected non-interaction effect. Drug 1: COC1=CC(=CC(=C1O)OC)C2C3C(COC3=O)C(C4=CC5=C(C=C24)OCO5)OC6C(C(C7C(O6)COC(O7)C8=CC=CS8)O)O. Drug 2: CN1C(=O)N2C=NC(=C2N=N1)C(=O)N. Cell line: PC-3. Synergy scores: CSS=13.2, Synergy_ZIP=-5.06, Synergy_Bliss=-2.12, Synergy_Loewe=-48.5, Synergy_HSA=-2.58.